This data is from Experimentally validated miRNA-target interactions with 360,000+ pairs, plus equal number of negative samples. The task is: Binary Classification. Given a miRNA mature sequence and a target amino acid sequence, predict their likelihood of interaction. (1) The miRNA is hsa-miR-6512-5p with sequence UACCAUUAGAAGAGCUGGAAGA. The protein sequence of the target gene is MAPAAASPPEVIRAAQKDEYYRGGLRSAAGGALHSLAGARKWLEWRKEVELLSDVAYFGLTTLAGYQTLGEEYVSIIQVDPSRIHVPSSLRRGVLVTLHAVLPYLLDKALLPLEQELQADPDSGRPLQGSLGPGGRGCSGARRWMRHHTATLTEQQRRALLRAVFVLRQGLACLQRLHVAWFYIHGVFYHLAKRLTGITYLRVRSLPGEDLRARVSYRLLGVISLLHLVLSMGLQLYGFRQRQRARKEWRLHRGLSHRRASLEERAVSRNPLCTLCLEERRHPTATPCGHLFCWECITAW.... Result: 0 (no interaction). (2) The miRNA is hsa-miR-450a-1-3p with sequence AUUGGGAACAUUUUGCAUGUAU. The protein sequence of the target gene is MKVHMLVGVLVMVGFTVGKVPVPDIRTCHFCLVEDPSVGCISGSEKCTISSSSLCMVITIYYDVKVRFIVRGCGQYISYRCQEKRNTYFAEYWYQAQCCQYDYCNSWSSPQLQSSLPEPHDRPLALPLSDSQIQWFYQALNLSLPLPNFHAGTEPDGLDPMVTLSLNLGLSFAELRRMYLFLNSSGLLVLPQAGLLTPHPS. Result: 1 (interaction).